This data is from Reaction yield outcomes from USPTO patents with 853,638 reactions. The task is: Predict the reaction yield, written as a fraction of the theoretical maximum amount of product (1.0 means a 100% yield; for example, 0.34 means a 34% yield). (1) The reactants are [Cl-].O[NH3+:3].[C:4](=[O:7])([O-])[OH:5].[Na+].CS(C)=O.[C:13]([O:17][C:18]1[CH:23]=[CH:22][C:21]([N:24]2[C:29](=[O:30])[C:28]([CH2:31][C:32]3[CH:37]=[CH:36][C:35]([C:38]4[C:39]([C:44]#[N:45])=[CH:40][CH:41]=[CH:42][CH:43]=4)=[CH:34][CH:33]=3)=[C:27]([CH2:46][CH2:47][CH2:48][CH3:49])[N:26]=[C:25]2[CH3:50])=[CH:20][CH:19]=1)([CH3:16])([CH3:15])[CH3:14]. The catalyst is O. The product is [C:13]([O:17][C:18]1[CH:19]=[CH:20][C:21]([N:24]2[C:29](=[O:30])[C:28]([CH2:31][C:32]3[CH:33]=[CH:34][C:35]([C:38]4[CH:43]=[CH:42][CH:41]=[CH:40][C:39]=4[C:44]4[NH:3][C:4](=[O:7])[O:5][N:45]=4)=[CH:36][CH:37]=3)=[C:27]([CH2:46][CH2:47][CH2:48][CH3:49])[N:26]=[C:25]2[CH3:50])=[CH:22][CH:23]=1)([CH3:16])([CH3:15])[CH3:14]. The yield is 0.480. (2) The reactants are Cl.Cl[C:3]1[N:8]=[CH:7][N:6]=[C:5]([NH:9][C:10]2[CH:15]=[CH:14][CH:13]=[C:12]([Cl:16])[CH:11]=2)[CH:4]=1.[CH:17]1([NH2:23])[CH2:22][CH2:21][CH2:20][CH2:19][CH2:18]1.CCN(C(C)C)C(C)C. The catalyst is CCCCO. The product is [Cl:16][C:12]1[CH:11]=[C:10]([NH:9][C:5]2[CH:4]=[C:3]([NH:23][CH:17]3[CH2:22][CH2:21][CH2:20][CH2:19][CH2:18]3)[N:8]=[CH:7][N:6]=2)[CH:15]=[CH:14][CH:13]=1. The yield is 0.710.